From a dataset of Full USPTO retrosynthesis dataset with 1.9M reactions from patents (1976-2016). Predict the reactants needed to synthesize the given product. Given the product [CH3:25][C:24]1[O:23][C:22]([C:26]2[CH:27]=[CH:28][CH:29]=[CH:30][CH:31]=2)=[N:21][C:20]=1[CH2:19][O:1][C:2]1[CH:3]=[C:4]([O:8][C:9](=[O:11])[CH3:10])[CH:5]=[CH:6][CH:7]=1, predict the reactants needed to synthesize it. The reactants are: [OH:1][C:2]1[CH:3]=[C:4]([O:8][C:9](=[O:11])[CH3:10])[CH:5]=[CH:6][CH:7]=1.C(=O)([O-])[O-].[K+].[K+].Cl[CH2:19][C:20]1[N:21]=[C:22]([C:26]2[CH:31]=[CH:30][CH:29]=[CH:28][CH:27]=2)[O:23][C:24]=1[CH3:25].